Dataset: Reaction yield outcomes from USPTO patents with 853,638 reactions. Task: Predict the reaction yield, written as a fraction of the theoretical maximum amount of product (1.0 means a 100% yield; for example, 0.34 means a 34% yield). (1) The yield is 0.220. The product is [Cl:1][C:2]1[CH:3]=[CH:4][C:5]([F:28])=[C:6]([C:8]2[O:12][N:11]=[C:10]([CH2:13][S:14][C:15]3[N:19]([CH2:20][CH2:21][F:35])[C:18]([C:23]4[S:24][CH:25]=[CH:26][CH:27]=4)=[N:17][N:16]=3)[N:9]=2)[CH:7]=1. The catalyst is C1COCC1. The reactants are [Cl:1][C:2]1[CH:3]=[CH:4][C:5]([F:28])=[C:6]([C:8]2[O:12][N:11]=[C:10]([CH2:13][S:14][C:15]3[N:19]([CH2:20][CH2:21]O)[C:18]([C:23]4[S:24][CH:25]=[CH:26][CH:27]=4)=[N:17][N:16]=3)[N:9]=2)[CH:7]=1.CCN(S(F)(F)[F:35])CC. (2) No catalyst specified. The yield is 0.700. The product is [NH2:1][C:2]1[CH:3]=[CH:4][C:5]([C:6]([N:11]2[CH2:16][CH2:15][CH2:14][C@@H:13]3[C:17]4[CH:18]=[CH:19][CH:20]=[CH:21][C:22]=4[CH2:23][C@H:12]23)=[O:8])=[CH:9][CH:10]=1. The reactants are [NH2:1][C:2]1[CH:10]=[CH:9][C:5]([C:6]([OH:8])=O)=[CH:4][CH:3]=1.[NH:11]1[CH2:16][CH2:15][CH2:14][C@@H:13]2[C:17]3[CH:18]=[CH:19][CH:20]=[CH:21][C:22]=3[CH2:23][C@H:12]12.F[P-](F)(F)(F)(F)F.N1(OC(N(C)C)=[N+](C)C)C2N=CC=CC=2N=N1. (3) The reactants are Br[CH2:2][CH2:3][CH2:4][CH2:5][CH2:6][CH2:7][CH2:8][CH2:9][OH:10].[CH2:11]([NH:18][CH3:19])[C:12]1[CH:17]=[CH:16][CH:15]=[CH:14][CH:13]=1.C(=O)([O-])[O-].[K+].[K+]. The yield is 1.00. The catalyst is C(#N)C. The product is [CH2:11]([N:18]([CH2:2][CH2:3][CH2:4][CH2:5][CH2:6][CH2:7][CH2:8][CH2:9][OH:10])[CH3:19])[C:12]1[CH:17]=[CH:16][CH:15]=[CH:14][CH:13]=1. (4) The reactants are [Cl:1][C:2]1[CH:3]=[C:4]2[C:8](=[CH:9][CH:10]=1)[N:7]([CH2:11][C:12]([O:14]C)=[O:13])[C:6]([CH3:16])=[C:5]2[CH2:17][C:18]1[CH:23]=[CH:22][C:21](=[O:24])[N:20]([CH2:25][C:26]2[CH:31]=[CH:30][CH:29]=[C:28]([F:32])[C:27]=2[F:33])[CH:19]=1.O.[OH-].[Li+]. No catalyst specified. The product is [Cl:1][C:2]1[CH:3]=[C:4]2[C:8](=[CH:9][CH:10]=1)[N:7]([CH2:11][C:12]([OH:14])=[O:13])[C:6]([CH3:16])=[C:5]2[CH2:17][C:18]1[CH:23]=[CH:22][C:21](=[O:24])[N:20]([CH2:25][C:26]2[CH:31]=[CH:30][CH:29]=[C:28]([F:32])[C:27]=2[F:33])[CH:19]=1. The yield is 0.620. (5) The product is [C:1]([O:5][C:6](=[O:30])[CH2:7][C@H:8]([CH2:9][C@H:10]([CH3:14])[CH2:11][CH2:12][CH3:13])[C:15]([OH:16])=[O:36])([CH3:2])([CH3:3])[CH3:4]. The catalyst is O.C1COCC1.CCOCC.CCCCCC. The reactants are [C:1]([O:5][C:6](=[O:30])[CH2:7][C@@H:8]([C:15](N1[C@H](C)[C@H](C2C=CC=CC=2)OC1=O)=[O:16])[CH2:9][C@H:10]([CH3:14])[CH2:11][CH2:12][CH3:13])([CH3:4])([CH3:3])[CH3:2].[Li+].[OH-].OO.S(=O)(O)[O-:36].[Na+].S([O-])([O-])=O.[Na+].[Na+]. The yield is 0.930. (6) The catalyst is C(O)C.O1CCCC1.[Pd]. The reactants are [C:1]([O:5][C:6]([N:8]([O:30][CH2:31][CH2:32][CH3:33])[C:9]([N:11]([C:23]([O:25][C:26]([CH3:29])([CH3:28])[CH3:27])=[O:24])[NH:12]C(OCC1C=CC=CC=1)=O)=[NH:10])=[O:7])([CH3:4])([CH3:3])[CH3:2]. The product is [C:1]([O:5][C:6]([N:8]([O:30][CH2:31][CH2:32][CH3:33])[C:9]([N:11]([C:23]([O:25][C:26]([CH3:29])([CH3:28])[CH3:27])=[O:24])[NH2:12])=[NH:10])=[O:7])([CH3:4])([CH3:3])[CH3:2]. The yield is 0.280.